This data is from Reaction yield outcomes from USPTO patents with 853,638 reactions. The task is: Predict the reaction yield, written as a fraction of the theoretical maximum amount of product (1.0 means a 100% yield; for example, 0.34 means a 34% yield). (1) The reactants are [Cl:1][CH2:2][CH:3]1[C:11]2[C:10]3[CH:12]=[C:13]([C:16]([OH:18])=O)[CH:14]=[CH:15][C:9]=3[C:8]([N+:19]([O-:21])=[O:20])=[CH:7][C:6]=2[NH:5][CH2:4]1.[CH3:22][N:23]([CH3:27])[CH2:24][CH2:25][NH2:26].C(P(=O)(OCC)OCC)#N.N.[Na+].[Cl-]. The catalyst is CN(C=O)C. The product is [Cl:1][CH2:2][CH:3]1[C:11]2[C:10]3[CH:12]=[C:13]([C:16]([NH:26][CH2:25][CH2:24][N:23]([CH3:27])[CH3:22])=[O:18])[CH:14]=[CH:15][C:9]=3[C:8]([N+:19]([O-:21])=[O:20])=[CH:7][C:6]=2[NH:5][CH2:4]1. The yield is 0.600. (2) The reactants are Cl.[Cl:2][C:3]1[CH:23]=[CH:22][C:6]([C:7]([N:9]2[CH2:14][CH2:13][N:12](C(OC(C)(C)C)=O)[CH2:11][CH2:10]2)=[O:8])=[CH:5][C:4]=1[N:24]([CH3:50])[C:25]([C:27]1[S:49][C:30]2[C:31]3[CH:39]=[CH:38][C:37]([C:40](=[O:48])[NH:41][CH2:42][CH2:43][S:44]([CH3:47])(=[O:46])=[O:45])=[CH:36][C:32]=3[O:33][CH2:34][CH2:35][C:29]=2[CH:28]=1)=[O:26]. The catalyst is CCOC(C)=O. The product is [Cl:2][C:3]1[CH:23]=[CH:22][C:6]([C:7]([N:9]2[CH2:14][CH2:13][NH:12][CH2:11][CH2:10]2)=[O:8])=[CH:5][C:4]=1[N:24]([CH3:50])[C:25]([C:27]1[S:49][C:30]2[C:31]3[CH:39]=[CH:38][C:37]([C:40]([NH:41][CH2:42][CH2:43][S:44]([CH3:47])(=[O:45])=[O:46])=[O:48])=[CH:36][C:32]=3[O:33][CH2:34][CH2:35][C:29]=2[CH:28]=1)=[O:26]. The yield is 0.550.